From a dataset of Full USPTO retrosynthesis dataset with 1.9M reactions from patents (1976-2016). Predict the reactants needed to synthesize the given product. (1) Given the product [C:1]([O:5][C:6](=[O:45])[NH:7][CH2:8][C:9]1[CH:10]=[CH:11][C:12]([C:15](=[O:44])[NH:16][C:17]2[CH:22]=[CH:21][C:20]([NH:23][C:24]3[N:29]4[N:30]=[CH:31][CH:32]=[C:28]4[CH:27]=[C:26]([C:33]4[CH:42]=[CH:41][C:40]5[C:35](=[CH:36][CH:37]=[C:38]([O:43][CH2:49][CH2:50][O:51][CH3:52])[CH:39]=5)[CH:34]=4)[N:25]=3)=[CH:19][CH:18]=2)=[CH:13][CH:14]=1)([CH3:4])([CH3:2])[CH3:3], predict the reactants needed to synthesize it. The reactants are: [C:1]([O:5][C:6](=[O:45])[NH:7][CH2:8][C:9]1[CH:14]=[CH:13][C:12]([C:15](=[O:44])[NH:16][C:17]2[CH:22]=[CH:21][C:20]([NH:23][C:24]3[N:29]4[N:30]=[CH:31][CH:32]=[C:28]4[CH:27]=[C:26]([C:33]4[CH:42]=[CH:41][C:40]5[C:35](=[CH:36][CH:37]=[C:38]([OH:43])[CH:39]=5)[CH:34]=4)[N:25]=3)=[CH:19][CH:18]=2)=[CH:11][CH:10]=1)([CH3:4])([CH3:3])[CH3:2].[H-].[Na+].Br[CH2:49][CH2:50][O:51][CH3:52]. (2) Given the product [C:1]([C:5]1[C:9]([CH2:10][N:38]([CH3:39])[CH3:37])=[CH:8][N:7]([C:12]2[C:17]([CH3:18])=[CH:16][N:15]=[C:14]([NH:19][C:20]3[C:21]([O:35][CH3:36])=[CH:22][C:23]([N:29]4[CH2:30][CH2:31][O:32][CH2:33][CH2:34]4)=[C:24]([NH:26][C:21](=[O:35])[CH:20]=[CH2:25])[CH:25]=3)[N:13]=2)[N:6]=1)([CH3:4])([CH3:3])[CH3:2], predict the reactants needed to synthesize it. The reactants are: [C:1]([C:5]1[C:9]([CH:10]=O)=[CH:8][N:7]([C:12]2[C:17]([CH3:18])=[CH:16][N:15]=[C:14]([NH:19][C:20]3[CH:25]=[C:24]([N+:26]([O-])=O)[C:23]([N:29]4[CH2:34][CH2:33][O:32][CH2:31][CH2:30]4)=[CH:22][C:21]=3[O:35][CH3:36])[N:13]=2)[N:6]=1)([CH3:4])([CH3:3])[CH3:2].[CH3:37][NH:38][CH3:39]. (3) Given the product [CH2:1]([S:3]([C:4]1[CH:9]=[CH:8][C:7]([C@@H:10]([NH2:14])[CH2:11][O:12][CH3:13])=[CH:6][CH:5]=1)(=[O:15])=[O:21])[CH3:2], predict the reactants needed to synthesize it. The reactants are: [CH2:1]([S:3][C:4]1[CH:9]=[CH:8][C:7]([C@@H:10]([NH2:14])[CH2:11][O:12][CH3:13])=[CH:6][CH:5]=1)[CH3:2].[OH:15]OS([O-])=O.[K+].[OH2:21]. (4) The reactants are: [C:1]([O:5][C:6](=[O:17])[C:7]1[CH:12]=[CH:11][C:10]([CH2:13][CH2:14][OH:15])=[C:9]([NH2:16])[CH:8]=1)([CH3:4])([CH3:3])[CH3:2].[O:18]=[C:19](Cl)OC(Cl)(Cl)Cl. Given the product [C:1]([O:5][C:6]([C:7]1[CH:12]=[CH:11][C:10]2[CH2:13][CH2:14][O:15][C:19](=[O:18])[NH:16][C:9]=2[CH:8]=1)=[O:17])([CH3:4])([CH3:2])[CH3:3], predict the reactants needed to synthesize it. (5) Given the product [I:1][C:2]1[C:3]([O:10][CH3:11])=[C:4]([CH:7]=[CH:8][CH:9]=1)[CH:5]=[O:6], predict the reactants needed to synthesize it. The reactants are: [I:1][C:2]1[C:3]([OH:10])=[C:4]([CH:7]=[CH:8][CH:9]=1)[CH:5]=[O:6].[C:11](=O)([O-])[O-].[Cs+].[Cs+].CI. (6) Given the product [F:1][C:2]1[CH:7]=[CH:6][C:5]([S:8]([NH:11][C:12]2[C:21]([C:22]([O:24][CH3:25])=[O:23])=[C:20]3[C:15]([C:16]4[CH:28]=[CH:27][O:26][C:17]=4[CH2:18][O:19]3)=[CH:14][CH:13]=2)(=[O:9])=[O:10])=[C:4](/[CH:29]=[CH:30]\[CH2:31][N:32]2[CH2:36][CH2:35][C@H:34]([O:37][C:38](=[O:40])[CH3:39])[CH2:33]2)[CH:3]=1, predict the reactants needed to synthesize it. The reactants are: [F:1][C:2]1[CH:7]=[CH:6][C:5]([S:8]([NH:11][C:12]2[C:21]([C:22]([O:24][CH3:25])=[O:23])=[C:20]3[C:15]([C:16]4[CH:28]=[CH:27][O:26][C:17]=4[CH2:18][O:19]3)=[CH:14][CH:13]=2)(=[O:10])=[O:9])=[C:4](/[CH:29]=[CH:30]\[CH2:31][N:32]2[CH2:36][CH2:35][C@@H:34]([O:37][C:38](=[O:40])[CH3:39])[CH2:33]2)[CH:3]=1.BrC1C=C(F)C=CC=1S(NC1C(C(OC)=O)=C2C(C3C=COC=3CO2)=CC=1)(=O)=O.C([Sn](CCCC)(CCCC)/C=C\CN1CC[C@H](OC(=O)C)C1)CCC. (7) The reactants are: [CH3:1][O:2][C:3]1[CH:4]=[C:5]2[C:9](=[CH:10][C:11]=1[N+:12]([O-:14])=[O:13])[NH:8][CH2:7][CH2:6]2.C(N(C(C)C)CC)(C)C.[C:24](Cl)(=[O:27])[CH:25]=[CH2:26].[NH:29]1[CH2:34][CH2:33][O:32][CH2:31][CH2:30]1. Given the product [CH3:1][O:2][C:3]1[CH:4]=[C:5]2[C:9](=[CH:10][C:11]=1[N+:12]([O-:14])=[O:13])[N:8]([C:24](=[O:27])[CH2:25][CH2:26][N:29]1[CH2:34][CH2:33][O:32][CH2:31][CH2:30]1)[CH2:7][CH2:6]2, predict the reactants needed to synthesize it. (8) Given the product [F:1][C:2]1[C:10]([O:11][CH3:12])=[C:9]([F:13])[CH:8]=[CH:7][C:3]=1[C:4]([Cl:16])=[O:5], predict the reactants needed to synthesize it. The reactants are: [F:1][C:2]1[C:10]([O:11][CH3:12])=[C:9]([F:13])[CH:8]=[CH:7][C:3]=1[C:4](O)=[O:5].S(Cl)([Cl:16])=O. (9) Given the product [Cl:8][C:6]1[CH:7]=[C:2]([C:22]2[CH:27]=[CH:26][CH:25]=[CH:24][CH:23]=2)[N:3]=[C:4]([N:9]2[C:10]3[CH:11]=[CH:12][CH:13]=[CH:14][C:15]=3[C:16]3[C:21]2=[CH:20][CH:19]=[CH:18][CH:17]=3)[N:5]=1, predict the reactants needed to synthesize it. The reactants are: Cl[C:2]1[CH:7]=[C:6]([Cl:8])[N:5]=[C:4]([N:9]2[C:21]3[CH:20]=[CH:19][CH:18]=[CH:17][C:16]=3[C:15]3[C:10]2=[CH:11][CH:12]=[CH:13][CH:14]=3)[N:3]=1.[C:22]1(B(O)O)[CH:27]=[CH:26][CH:25]=[CH:24][CH:23]=1.C([O-])(O)=O.[Na+]. (10) Given the product [C:6]([C:8]1[CH:13]=[CH:12][C:11]([C:14]2[C:15]([CH3:51])([CH3:50])[C@H:16]3[C@:29]([CH3:32])([CH2:30][CH:31]=2)[C@@H:28]2[C@:19]([CH3:49])([C@@:20]4([CH3:48])[C@H:25]([CH2:26][CH2:27]2)[C@H:24]2[C@H:33]([C:36]([CH2:38][NH:39][CH2:40][CH2:41][N:42]([CH3:44])[CH3:43])=[CH2:37])[CH2:34][CH2:35][C@:23]2([C:45]([OH:47])=[O:46])[CH2:22][CH2:21]4)[CH2:18][CH2:17]3)=[CH:10][CH:9]=1)([OH:7])=[O:5], predict the reactants needed to synthesize it. The reactants are: C([O:5][C:6]([C:8]1[CH:13]=[CH:12][C:11]([C:14]2[C:15]([CH3:51])([CH3:50])[C@H:16]3[C@:29]([CH3:32])([CH2:30][CH:31]=2)[C@@H:28]2[C@:19]([CH3:49])([C@@:20]4([CH3:48])[C@H:25]([CH2:26][CH2:27]2)[C@H:24]2[C@H:33]([C:36]([CH2:38][NH:39][CH2:40][CH2:41][N:42]([CH3:44])[CH3:43])=[CH2:37])[CH2:34][CH2:35][C@:23]2([C:45]([OH:47])=[O:46])[CH2:22][CH2:21]4)[CH2:18][CH2:17]3)=[CH:10][CH:9]=1)=[O:7])(C)(C)C.C(O)(C(F)(F)F)=O.